From a dataset of Reaction yield outcomes from USPTO patents with 853,638 reactions. Predict the reaction yield, written as a fraction of the theoretical maximum amount of product (1.0 means a 100% yield; for example, 0.34 means a 34% yield). (1) The catalyst is O1CCCC1. The yield is 0.780. The product is [CH:2]12[CH2:8][CH2:7][CH:6]([C:5]3[C:3]1=[CH:13][CH:12]=[CH:11][CH:16]=3)[CH:20]=[CH:1]2. The reactants are [C:1](O)(=O)[C:2]1[C:3](=[CH:5][CH:6]=[CH:7][CH:8]=1)N.[CH:11]1[CH2:16]CC=[CH:13][CH:12]=1.N(O[CH2:20]CC(C)C)=O. (2) The reactants are [O:1]1[CH2:3][C@@H:2]1[CH2:4][N:5]1[CH2:14][CH2:13][C:12]2[C:7](=[CH:8][CH:9]=[CH:10][CH:11]=2)[CH2:6]1.[NH3:15]. The catalyst is CCO. The product is [NH2:15][CH2:3][C@@H:2]([OH:1])[CH2:4][N:5]1[CH2:14][CH2:13][C:12]2[C:7](=[CH:8][CH:9]=[CH:10][CH:11]=2)[CH2:6]1. The yield is 0.900. (3) The reactants are Br[CH2:2][CH3:3].[O:4]1[CH2:9][CH2:8][O:7][C:6]2[CH:10]=[C:11]([C:14](=[O:24])[CH2:15][C:16]([C:18]3[CH:23]=[CH:22][CH:21]=[CH:20][CH:19]=3)=[O:17])[CH:12]=[CH:13][C:5]1=2.C([O-])([O-])=O.[K+].[K+].O. The catalyst is CS(C)=O.CCOCC. The product is [O:4]1[CH2:9][CH2:8][O:7][C:6]2[CH:10]=[C:11]([C:14](=[O:24])[CH:15]([CH2:2][CH3:3])[C:16]([C:18]3[CH:19]=[CH:20][CH:21]=[CH:22][CH:23]=3)=[O:17])[CH:12]=[CH:13][C:5]1=2. The yield is 0.350. (4) The reactants are C(OC(=O)[NH:7][C@H:8]([C:10]1[N:20]2[C:21]3[C:16]([CH2:17][CH2:18][CH:19]2[CH3:22])=[C:15]([F:23])[CH:14]=[CH:13][C:12]=3[N:11]=1)[CH3:9])(C)(C)C.C(O)(C(F)(F)F)=O.C1(C)C=CC=CC=1. The catalyst is C(Cl)Cl. The product is [F:23][C:15]1[CH:14]=[CH:13][C:12]2[N:11]=[C:10]([C@@H:8]([NH2:7])[CH3:9])[N:20]3[C:21]=2[C:16]=1[CH2:17][CH2:18][CH:19]3[CH3:22]. The yield is 0.930. (5) The reactants are [S:1]1[CH:5]=[CH:4][C:3]2[C:6](=[O:9])[CH2:7][CH2:8][C:2]1=2.[H-].[Na+].C[O:13][C:14](=O)[C:15]1[CH:20]=[CH:19][CH:18]=[C:17](Cl)[CH:16]=1.[ClH:23]. The catalyst is C1COCC1.C(OCC)(=O)C.O. The product is [Cl:23][C:18]1[CH:19]=[CH:20][C:15]([C:14]([CH:7]2[CH2:8][C:2]3[S:1][CH:5]=[CH:4][C:3]=3[C:6]2=[O:9])=[O:13])=[CH:16][CH:17]=1. The yield is 0.450. (6) The reactants are Br[C:2]1[CH:3]=[CH:4][C:5]2[CH:9]=[C:8]([C:10]3[CH:15]=[CH:14][C:13]([C:16]4[NH:20][C:19]([C@@H:21]5[CH2:25][CH2:24][CH2:23][N:22]5[C:26]([O:28][C:29]([CH3:32])([CH3:31])[CH3:30])=[O:27])=[N:18][CH:17]=4)=[CH:12][CH:11]=3)[S:7][C:6]=2[CH:33]=1.[B:34]1([B:34]2[O:38][C:37]([CH3:40])([CH3:39])[C:36]([CH3:42])([CH3:41])[O:35]2)[O:38][C:37]([CH3:40])([CH3:39])[C:36]([CH3:42])([CH3:41])[O:35]1.C([O-])(=O)C.[K+]. The catalyst is C(COC)OC.[Pd].C1(P(C2C=CC=CC=2)C2C=CC=CC=2)C=CC=CC=1.C1(P(C2C=CC=CC=2)C2C=CC=CC=2)C=CC=CC=1.C1(P(C2C=CC=CC=2)C2C=CC=CC=2)C=CC=CC=1.C1(P(C2C=CC=CC=2)C2C=CC=CC=2)C=CC=CC=1. The product is [CH3:41][C:36]1([CH3:42])[C:37]([CH3:40])([CH3:39])[O:38][B:34]([C:2]2[CH:3]=[CH:4][C:5]3[CH:9]=[C:8]([C:10]4[CH:15]=[CH:14][C:13]([C:16]5[NH:20][C:19]([C@@H:21]6[CH2:25][CH2:24][CH2:23][N:22]6[C:26]([O:28][C:29]([CH3:32])([CH3:31])[CH3:30])=[O:27])=[N:18][CH:17]=5)=[CH:12][CH:11]=4)[S:7][C:6]=3[CH:33]=2)[O:35]1. The yield is 0.980.